From a dataset of NCI-60 drug combinations with 297,098 pairs across 59 cell lines. Regression. Given two drug SMILES strings and cell line genomic features, predict the synergy score measuring deviation from expected non-interaction effect. Drug 1: C1CC(C1)(C(=O)O)C(=O)O.[NH2-].[NH2-].[Pt+2]. Drug 2: CNC(=O)C1=NC=CC(=C1)OC2=CC=C(C=C2)NC(=O)NC3=CC(=C(C=C3)Cl)C(F)(F)F. Cell line: MOLT-4. Synergy scores: CSS=45.6, Synergy_ZIP=0.471, Synergy_Bliss=-0.696, Synergy_Loewe=-22.8, Synergy_HSA=-5.30.